Dataset: Peptide-MHC class I binding affinity with 185,985 pairs from IEDB/IMGT. Task: Regression. Given a peptide amino acid sequence and an MHC pseudo amino acid sequence, predict their binding affinity value. This is MHC class I binding data. (1) The peptide sequence is VLLLTIGLSL. The MHC is HLA-A02:01 with pseudo-sequence HLA-A02:01. The binding affinity (normalized) is 0.847. (2) The peptide sequence is ILHVDNHIGI. The MHC is HLA-A02:01 with pseudo-sequence HLA-A02:01. The binding affinity (normalized) is 0.540. (3) The peptide sequence is ETPNELSFL. The MHC is Mamu-A02 with pseudo-sequence Mamu-A02. The binding affinity (normalized) is 0. (4) The peptide sequence is LSSIKSKSR. The MHC is HLA-A31:01 with pseudo-sequence HLA-A31:01. The binding affinity (normalized) is 0.387. (5) The peptide sequence is GLLPLLLLLG. The MHC is HLA-A02:01 with pseudo-sequence HLA-A02:01. The binding affinity (normalized) is 0.909.